Dataset: Full USPTO retrosynthesis dataset with 1.9M reactions from patents (1976-2016). Task: Predict the reactants needed to synthesize the given product. (1) Given the product [F:1][C:2]([F:8])([F:7])[C:3]([C:13]1[N:14]=[N:15][NH:16][N:17]=1)([OH:6])[CH2:4][CH3:5], predict the reactants needed to synthesize it. The reactants are: [F:1][C:2]([F:8])([F:7])[C:3](=[O:6])[CH2:4][CH3:5].C[Si]([C:13]#[N:14])(C)C.[N-:15]=[N+:16]=[N-:17].[Na+]. (2) Given the product [NH2:1][C:2]1[CH:6]=[C:5]([C:7]2[CH:8]=[CH:9][C:10]([F:13])=[CH:11][CH:12]=2)[S:4][C:3]=1[C:14]([OH:16])=[O:15], predict the reactants needed to synthesize it. The reactants are: [NH2:1][C:2]1[CH:6]=[C:5]([C:7]2[CH:12]=[CH:11][C:10]([F:13])=[CH:9][CH:8]=2)[S:4][C:3]=1[C:14]([O:16]C)=[O:15].[OH-].[Li+].O.C1COCC1. (3) Given the product [NH2:29][C:27]1[S:28][CH:2]=[C:3]([C:5]2[N:6]=[C:7]([O:14][C:15]3[CH:16]=[CH:17][C:18]([CH2:21][C:22]([O:24][CH3:25])=[O:23])=[CH:19][CH:20]=3)[C:8]3[CH2:13][CH2:12][CH2:11][C:9]=3[N:10]=2)[N:26]=1, predict the reactants needed to synthesize it. The reactants are: Br[CH2:2][C:3]([C:5]1[N:6]=[C:7]([O:14][C:15]2[CH:20]=[CH:19][C:18]([CH2:21][C:22]([O:24][CH3:25])=[O:23])=[CH:17][CH:16]=2)[C:8]2[CH2:13][CH2:12][CH2:11][C:9]=2[N:10]=1)=O.[NH2:26][C:27]([NH2:29])=[S:28]. (4) Given the product [NH2:1][C:2]1[N:7]=[C:6]([NH2:8])[C:5]([O:9][CH2:29][CH2:28][CH2:27][O:26][C:19]2[C:18]3[C:23](=[CH:24][CH:25]=[C:16]([Cl:15])[CH:17]=3)[N:22]=[CH:21][CH:20]=2)=[C:4]([CH2:10][CH3:11])[N:3]=1, predict the reactants needed to synthesize it. The reactants are: [NH2:1][C:2]1[N:7]=[C:6]([NH2:8])[C:5]([OH:9])=[C:4]([CH2:10][CH3:11])[N:3]=1.O.[OH-].[Li+].[Cl:15][C:16]1[CH:17]=[C:18]2[C:23](=[CH:24][CH:25]=1)[N:22]=[CH:21][CH:20]=[C:19]2[O:26][CH2:27][CH2:28][CH2:29]Br.ClCCl. (5) Given the product [C:1]([O:5][C:6](=[O:13])[CH:7]([CH:10]1[CH2:12][CH2:11]1)[CH2:8][NH:9][C:16]([C:18]1[N:19]=[CH:20][C:21]2[C:26]([C:27]=1[OH:28])=[CH:25][CH2:24][C:23]([C:42]#[N:43])([O:29][C:30]1[CH:35]=[CH:34][CH:33]=[CH:32][C:31]=1[F:36])[CH:22]=2)=[O:15])([CH3:4])([CH3:2])[CH3:3], predict the reactants needed to synthesize it. The reactants are: [C:1]([O:5][C:6](=[O:13])[CH:7]([CH:10]1[CH2:12][CH2:11]1)[CH2:8][NH2:9])([CH3:4])([CH3:3])[CH3:2].C[O:15][C:16]([C:18]1[N:19]=[C:20](C#N)[C:21]2[C:26]([C:27]=1[OH:28])=[CH:25][CH:24]=[C:23]([O:29][C:30]1[CH:35]=[CH:34][CH:33]=[CH:32][C:31]=1[F:36])[CH:22]=2)=O.C1CCN2[C:42](=[N:43]CCC2)CC1.